This data is from Reaction yield outcomes from USPTO patents with 853,638 reactions. The task is: Predict the reaction yield, written as a fraction of the theoretical maximum amount of product (1.0 means a 100% yield; for example, 0.34 means a 34% yield). (1) The reactants are C([O:3][C:4](=[O:22])[CH:5]([CH3:21])[CH2:6][C:7]1[N:8]([CH:18]2[CH2:20][CH2:19]2)[C:9]([C:12]2[CH:17]=[CH:16][N:15]=[CH:14][CH:13]=2)=[N:10][CH:11]=1)C.[OH-].[Na+]. The catalyst is CO. The product is [CH:18]1([N:8]2[C:7]([CH2:6][CH:5]([CH3:21])[C:4]([OH:22])=[O:3])=[CH:11][N:10]=[C:9]2[C:12]2[CH:17]=[CH:16][N:15]=[CH:14][CH:13]=2)[CH2:19][CH2:20]1. The yield is 0.760. (2) The catalyst is O. The product is [OH:1][C:2]1([O:21][CH3:22])[C:11]2[C:6](=[CH:7][CH:8]=[C:9]([C:12]3([C:15]([OH:17])=[O:16])[CH2:13][CH2:14]3)[CH:10]=2)[O:5][CH2:4][CH2:3]1. The reactants are [O:1]=[C:2]1[C:11]2[C:6](=[CH:7][CH:8]=[C:9]([C:12]3([C:15]([O:17]C)=[O:16])[CH2:14][CH2:13]3)[CH:10]=2)[O:5][CH2:4][CH2:3]1.O[Li].[OH2:21].[CH3:22]O. The yield is 0.440. (3) The reactants are [C:1]([O:5][C:6](=[O:40])[NH:7][C@@H:8]([CH2:28][N:29]1C(=O)C2C(=CC=CC=2)C1=O)[CH2:9][O:10][Si:11]([C:24]([CH3:27])([CH3:26])[CH3:25])([C:18]1[CH:23]=[CH:22][CH:21]=[CH:20][CH:19]=1)[C:12]1[CH:17]=[CH:16][CH:15]=[CH:14][CH:13]=1)([CH3:4])([CH3:3])[CH3:2].O.NN. The catalyst is CCO. The product is [C:1]([O:5][C:6](=[O:40])[NH:7][C@@H:8]([CH2:28][NH2:29])[CH2:9][O:10][Si:11]([C:24]([CH3:27])([CH3:26])[CH3:25])([C:18]1[CH:23]=[CH:22][CH:21]=[CH:20][CH:19]=1)[C:12]1[CH:13]=[CH:14][CH:15]=[CH:16][CH:17]=1)([CH3:4])([CH3:2])[CH3:3]. The yield is 0.750. (4) The reactants are [CH3:1][C:2]1[CH:7]=[CH:6][C:5]([CH3:8])=[CH:4][C:3]=1[SH:9].[CH2:10](Cl)[C:11](=[CH2:13])[CH3:12].C(=O)([O-])[O-].[K+].[K+]. The catalyst is CC(C)=O. The product is [CH3:10][CH:11]([CH2:13][S:9][C:3]1[CH:4]=[C:5]([CH3:8])[CH:6]=[CH:7][C:2]=1[CH3:1])[CH3:12]. The yield is 0.890.